Dataset: NCI-60 drug combinations with 297,098 pairs across 59 cell lines. Task: Regression. Given two drug SMILES strings and cell line genomic features, predict the synergy score measuring deviation from expected non-interaction effect. (1) Drug 1: CC12CCC(CC1=CCC3C2CCC4(C3CC=C4C5=CN=CC=C5)C)O. Drug 2: CC1=C2C(C(=O)C3(C(CC4C(C3C(C(C2(C)C)(CC1OC(=O)C(C(C5=CC=CC=C5)NC(=O)OC(C)(C)C)O)O)OC(=O)C6=CC=CC=C6)(CO4)OC(=O)C)OC)C)OC. Cell line: T-47D. Synergy scores: CSS=44.2, Synergy_ZIP=6.75, Synergy_Bliss=7.18, Synergy_Loewe=-0.748, Synergy_HSA=8.79. (2) Synergy scores: CSS=9.12, Synergy_ZIP=0.740, Synergy_Bliss=2.94, Synergy_Loewe=-11.4, Synergy_HSA=0.129. Drug 1: CN(C)N=NC1=C(NC=N1)C(=O)N. Drug 2: CC1CCC2CC(C(=CC=CC=CC(CC(C(=O)C(C(C(=CC(C(=O)CC(OC(=O)C3CCCCN3C(=O)C(=O)C1(O2)O)C(C)CC4CCC(C(C4)OC)OCCO)C)C)O)OC)C)C)C)OC. Cell line: NCI-H322M. (3) Drug 1: CN(C)C1=NC(=NC(=N1)N(C)C)N(C)C. Drug 2: C1=CN(C(=O)N=C1N)C2C(C(C(O2)CO)O)O.Cl. Cell line: SF-295. Synergy scores: CSS=13.6, Synergy_ZIP=-0.651, Synergy_Bliss=3.66, Synergy_Loewe=1.53, Synergy_HSA=5.89. (4) Drug 1: CC(C1=C(C=CC(=C1Cl)F)Cl)OC2=C(N=CC(=C2)C3=CN(N=C3)C4CCNCC4)N. Drug 2: CC12CCC3C(C1CCC2=O)CC(=C)C4=CC(=O)C=CC34C. Cell line: MDA-MB-231. Synergy scores: CSS=26.1, Synergy_ZIP=-1.67, Synergy_Bliss=-2.21, Synergy_Loewe=-2.71, Synergy_HSA=-1.63. (5) Drug 1: CC1=C2C(C(=O)C3(C(CC4C(C3C(C(C2(C)C)(CC1OC(=O)C(C(C5=CC=CC=C5)NC(=O)OC(C)(C)C)O)O)OC(=O)C6=CC=CC=C6)(CO4)OC(=O)C)OC)C)OC. Drug 2: CN(C)C1=NC(=NC(=N1)N(C)C)N(C)C. Cell line: MDA-MB-231. Synergy scores: CSS=47.1, Synergy_ZIP=13.7, Synergy_Bliss=13.5, Synergy_Loewe=-12.3, Synergy_HSA=11.3. (6) Drug 1: C1CC(=O)NC(=O)C1N2CC3=C(C2=O)C=CC=C3N. Drug 2: C1CN(P(=O)(OC1)NCCCl)CCCl. Cell line: K-562. Synergy scores: CSS=-5.93, Synergy_ZIP=-0.600, Synergy_Bliss=-6.53, Synergy_Loewe=-7.58, Synergy_HSA=-8.39. (7) Drug 1: C#CCC(CC1=CN=C2C(=N1)C(=NC(=N2)N)N)C3=CC=C(C=C3)C(=O)NC(CCC(=O)O)C(=O)O. Drug 2: COCCOC1=C(C=C2C(=C1)C(=NC=N2)NC3=CC=CC(=C3)C#C)OCCOC.Cl. Cell line: SF-268. Synergy scores: CSS=-0.175, Synergy_ZIP=-0.637, Synergy_Bliss=-2.85, Synergy_Loewe=-1.07, Synergy_HSA=-3.17. (8) Drug 1: CC12CCC(CC1=CCC3C2CCC4(C3CC=C4C5=CN=CC=C5)C)O. Drug 2: C1=CC=C(C(=C1)C(C2=CC=C(C=C2)Cl)C(Cl)Cl)Cl. Cell line: NCI-H460. Synergy scores: CSS=1.90, Synergy_ZIP=3.62, Synergy_Bliss=4.96, Synergy_Loewe=1.98, Synergy_HSA=3.57. (9) Drug 1: C1CN1C2=NC(=NC(=N2)N3CC3)N4CC4. Drug 2: CC1=C(C(=O)C2=C(C1=O)N3CC4C(C3(C2COC(=O)N)OC)N4)N. Cell line: SF-295. Synergy scores: CSS=54.2, Synergy_ZIP=4.59, Synergy_Bliss=7.47, Synergy_Loewe=-9.07, Synergy_HSA=5.45. (10) Drug 1: CCC(=C(C1=CC=CC=C1)C2=CC=C(C=C2)OCCN(C)C)C3=CC=CC=C3.C(C(=O)O)C(CC(=O)O)(C(=O)O)O. Drug 2: COC1=C2C(=CC3=C1OC=C3)C=CC(=O)O2. Cell line: NCI-H460. Synergy scores: CSS=-1.14, Synergy_ZIP=5.69, Synergy_Bliss=-2.72, Synergy_Loewe=-2.56, Synergy_HSA=-4.00.